This data is from Forward reaction prediction with 1.9M reactions from USPTO patents (1976-2016). The task is: Predict the product of the given reaction. (1) Given the reactants Cl[C:2]([O:4][CH2:5][CH:6]=[CH2:7])=[O:3].[N:8]1([C:20]([O:22][C:23]([CH3:26])([CH3:25])[CH3:24])=[O:21])[CH:12]([C:13]([O:15][C:16]([CH3:19])([CH3:18])[CH3:17])=[O:14])[CH2:11][CH2:10][NH:9]1.N1C=CC=CC=1, predict the reaction product. The product is: [N:9]1([C:2]([O:4][CH2:5][CH:6]=[CH2:7])=[O:3])[CH2:10][CH2:11][CH:12]([C:13]([O:15][C:16]([CH3:18])([CH3:19])[CH3:17])=[O:14])[N:8]1[C:20]([O:22][C:23]([CH3:26])([CH3:25])[CH3:24])=[O:21]. (2) Given the reactants [Cl:1][C:2]1[CH:7]=[CH:6][C:5]([CH2:8][CH2:9][O:10][C:11]2[CH:18]=[CH:17][C:14]([CH:15]=O)=[CH:13][CH:12]=2)=[CH:4][CH:3]=1.[CH2:19]([NH:23][C:24]1[C:25]([NH2:38])=[CH:26][CH:27]=[C:28]([O:30][CH2:31][CH2:32][N:33]2[CH2:37][CH2:36][CH2:35][CH2:34]2)[CH:29]=1)[CH2:20][CH2:21][CH3:22], predict the reaction product. The product is: [CH2:19]([N:23]1[C:24]2[CH:29]=[C:28]([O:30][CH2:31][CH2:32][N:33]3[CH2:37][CH2:36][CH2:35][CH2:34]3)[CH:27]=[CH:26][C:25]=2[N:38]=[C:15]1[C:14]1[CH:17]=[CH:18][C:11]([O:10][CH2:9][CH2:8][C:5]2[CH:6]=[CH:7][C:2]([Cl:1])=[CH:3][CH:4]=2)=[CH:12][CH:13]=1)[CH2:20][CH2:21][CH3:22].